From a dataset of Catalyst prediction with 721,799 reactions and 888 catalyst types from USPTO. Predict which catalyst facilitates the given reaction. (1) Reactant: [C:1]([C:5]1[CH:10]=[C:9](C(C)(C)C)[CH:8]=[CH:7][C:6]=1[OH:15])(C)(C)[CH3:2].C(OC[N:22](COCC(C)C)C)C(C)C. Product: [O:15]1[C:6]2=[CH:7][CH:8]=[CH:9][CH2:10][CH:5]2[CH2:1][CH2:2][NH:22]1. The catalyst class is: 11. (2) Reactant: [Cl:1][C:2]1[CH:11]=[CH:10][C:5]([C:6](Cl)=[N:7][OH:8])=[CH:4][CH:3]=1.[C:12]1([C:18]#[C:19][C:20](=[O:22])[CH3:21])[CH:17]=[CH:16][CH:15]=[CH:14][CH:13]=1.C(=O)([O-])O.[Na+]. Product: [Cl:1][C:2]1[CH:11]=[CH:10][C:5]([C:6]2[C:19]([C:20](=[O:22])[CH3:21])=[C:18]([C:12]3[CH:17]=[CH:16][CH:15]=[CH:14][CH:13]=3)[O:8][N:7]=2)=[CH:4][CH:3]=1. The catalyst class is: 32. (3) Reactant: O[C:2]([CH3:8])([CH3:7])[CH2:3][C:4]([OH:6])=O.[F:9][C:10]1[CH:15]=[CH:14][CH:13]=[CH:12][C:11]=1[N:16]1[C:24]2[C:19](=[C:20]([N:25]3C[C@H]4[C@H](CNC4)C3=O)[CH:21]=[CH:22][CH:23]=2)[CH:18]=[N:17]1.[CH:34]([N:37]([CH2:41]C)C(C)C)(C)[CH3:35].F[P-](F)(F)(F)(F)F.CN(C(N1C2C(=NC=CC=2)[N+]([O-:66])=N1)=[N+](C)C)C.CN(C(ON1N=NC2C=CC=NC1=2)=[N+](C)C)C.F[P-](F)(F)(F)(F)F.C([O-])(O)=O.[Na+]. Product: [C:34]([N:37]1[CH2:7][C@H:2]2[CH2:8][N:25]([C:20]3[CH:21]=[CH:22][CH:23]=[C:24]4[C:19]=3[CH:18]=[N:17][N:16]4[C:11]3[CH:12]=[CH:13][CH:14]=[CH:15][C:10]=3[F:9])[C:4](=[O:6])[C@H:3]2[CH2:41]1)(=[O:66])[CH3:35]. The catalyst class is: 875. (4) Product: [CH3:30][O:2][C:1]([CH2:4][CH2:5][C:6]([O:8][CH:9]1[CH2:18][CH:17]([CH3:19])[CH2:16][C:15]2[N:14]=[N:13][C:12]([C:20]3[CH:25]=[CH:24][CH:23]=[C:22]([C:26]([F:27])([F:28])[F:29])[CH:21]=3)=[CH:11][C:10]1=2)=[O:7])=[O:3]. The catalyst class is: 188. Reactant: [C:1]([CH2:4][CH2:5][C:6]([O:8][CH:9]1[CH2:18][CH:17]([CH3:19])[CH2:16][C:15]2[N:14]=[N:13][C:12]([C:20]3[CH:25]=[CH:24][CH:23]=[C:22]([C:26]([F:29])([F:28])[F:27])[CH:21]=3)=[CH:11][C:10]1=2)=[O:7])([OH:3])=[O:2].[CH3:30][Si](C=[N+]=[N-])(C)C. (5) Reactant: [F-].[C:2]([NH:5][C:6]1[CH:7]=[C:8]2[C:13](=[CH:14][N:15]=1)[CH:12]=[N+:11]([CH3:16])[C:10]1[CH:17]=[C:18]([Cl:21])[CH:19]=[CH:20][C:9]2=1)(=[O:4])[CH3:3].[BH4-].[Na+]. Product: [Cl:21][C:18]1[CH:19]=[CH:20][C:9]2[C:8]3[C:13](=[CH:14][N:15]=[C:6]([NH:5][C:2](=[O:4])[CH3:3])[CH:7]=3)[CH2:12][N:11]([CH3:16])[C:10]=2[CH:17]=1. The catalyst class is: 36.